From a dataset of Full USPTO retrosynthesis dataset with 1.9M reactions from patents (1976-2016). Predict the reactants needed to synthesize the given product. (1) Given the product [C:11]([CH:15]1[CH2:20][CH2:19][CH:18]([O:21][C:22]2[CH:23]=[CH:24][C:25]3[S:29][C:28]([CH:30]=[O:4])=[N:27][C:26]=3[CH:31]=2)[CH2:17][CH2:16]1)([CH3:14])([CH3:13])[CH3:12], predict the reactants needed to synthesize it. The reactants are: [Se](=O)=O.[O:4]1CCOCC1.O.[C:11]([CH:15]1[CH2:20][CH2:19][CH:18]([O:21][C:22]2[CH:23]=[CH:24][C:25]3[S:29][C:28]([CH3:30])=[N:27][C:26]=3[CH:31]=2)[CH2:17][CH2:16]1)([CH3:14])([CH3:13])[CH3:12]. (2) Given the product [CH2:1]([N:3]1[CH2:8][CH2:7][N:6]([C:9]2[C:18]3[C:13](=[CH:14][CH:15]=[CH:16][CH:17]=3)[CH:12]=[C:11]([C:19]3[CH:24]=[CH:23][C:22]([C:25](=[N:31][OH:32])[CH2:26][CH2:27][CH3:28])=[CH:21][CH:20]=3)[N:10]=2)[CH2:5][CH2:4]1)[CH3:2], predict the reactants needed to synthesize it. The reactants are: [CH2:1]([N:3]1[CH2:8][CH2:7][N:6]([C:9]2[C:18]3[C:13](=[CH:14][CH:15]=[CH:16][CH:17]=3)[CH:12]=[C:11]([C:19]3[CH:24]=[CH:23][C:22]([C:25](=O)[CH2:26][CH2:27][CH3:28])=[CH:21][CH:20]=3)[N:10]=2)[CH2:5][CH2:4]1)[CH3:2].Cl.[NH2:31][OH:32].C([O-])(=O)C.[Na+]. (3) Given the product [CH3:17][C:14]1([CH3:18])[CH2:15][O:16][B:11]([C:2]2[CH:10]=[CH:9][N:8]=[C:7]3[NH:6][CH:5]=[CH:4][C:3]=23)[O:12][CH2:13]1, predict the reactants needed to synthesize it. The reactants are: I[C:2]1[CH:10]=[CH:9][N:8]=[C:7]2[C:3]=1[CH:4]=[CH:5][NH:6]2.[B:11]1([B:11]2[O:16][CH2:15][C:14]([CH3:18])([CH3:17])[CH2:13][O:12]2)[O:16][CH2:15][C:14]([CH3:18])([CH3:17])[CH2:13][O:12]1.C([O-])(=O)C.[K+].